From a dataset of NCI-60 drug combinations with 297,098 pairs across 59 cell lines. Regression. Given two drug SMILES strings and cell line genomic features, predict the synergy score measuring deviation from expected non-interaction effect. Cell line: HCT-15. Synergy scores: CSS=1.70, Synergy_ZIP=-1.65, Synergy_Bliss=-1.29, Synergy_Loewe=-2.62, Synergy_HSA=-2.62. Drug 2: CCC1(CC2CC(C3=C(CCN(C2)C1)C4=CC=CC=C4N3)(C5=C(C=C6C(=C5)C78CCN9C7C(C=CC9)(C(C(C8N6C=O)(C(=O)OC)O)OC(=O)C)CC)OC)C(=O)OC)O.OS(=O)(=O)O. Drug 1: C1CC(=O)NC(=O)C1N2CC3=C(C2=O)C=CC=C3N.